Dataset: Reaction yield outcomes from USPTO patents with 853,638 reactions. Task: Predict the reaction yield, written as a fraction of the theoretical maximum amount of product (1.0 means a 100% yield; for example, 0.34 means a 34% yield). (1) The catalyst is C1COCC1. The yield is 0.240. The reactants are [O:1]1[C:3]2([CH2:6][N:5](C(OC(C)(C)C)=O)[CH2:4]2)[CH2:2]1.[NH:14]1[CH2:19][CH2:18][O:17][CH2:16][CH2:15]1. The product is [N:14]1([CH2:2][C:3]2([OH:1])[CH2:4][NH:5][CH2:6]2)[CH2:19][CH2:18][O:17][CH2:16][CH2:15]1. (2) The reactants are [CH:1]([S:4][C:5]1[C:10]([C:11]2[CH:16]=[CH:15][C:14]([O:17]C)=[CH:13][CH:12]=2)=[CH:9][CH:8]=[CH:7][N:6]=1)([CH3:3])[CH3:2].B(Br)(Br)Br.CO. The catalyst is C(Cl)Cl. The product is [CH:1]([S:4][C:5]1[C:10]([C:11]2[CH:12]=[CH:13][C:14]([OH:17])=[CH:15][CH:16]=2)=[CH:9][CH:8]=[CH:7][N:6]=1)([CH3:3])[CH3:2]. The yield is 0.750. (3) The reactants are [CH:1]1([C:4]([OH:6])=O)[CH2:3][CH2:2]1.C(N1[CH:18]=[CH:17]N=C1)(N1C=CN=C1)=O.Cl.[OH2:20].[CH3:21]N(C)C=O. No catalyst specified. The product is [CH:1]1([C:4](=[O:6])[CH2:21][C:17](=[O:20])[CH3:18])[CH2:3][CH2:2]1. The yield is 0.240. (4) The product is [NH2:8][C@H:9]([C:11]([NH:13][CH:14]1[N:20]=[C:19]([C:21]2[CH:26]=[CH:25][CH:24]=[CH:23][CH:22]=2)[C:18]2[CH:27]=[CH:28][CH:29]=[CH:30][C:17]=2[N:16]([CH2:31][C:32](=[O:39])[C:33]2[CH:38]=[CH:37][CH:36]=[CH:35][CH:34]=2)[C:15]1=[O:40])=[O:12])[CH3:10]. No catalyst specified. The yield is 0.940. The reactants are C(OC([NH:8][C@H:9]([C:11]([NH:13][CH:14]1[N:20]=[C:19]([C:21]2[CH:26]=[CH:25][CH:24]=[CH:23][CH:22]=2)[C:18]2[CH:27]=[CH:28][CH:29]=[CH:30][C:17]=2[N:16]([CH2:31][C:32](=[O:39])[C:33]2[CH:38]=[CH:37][CH:36]=[CH:35][CH:34]=2)[C:15]1=[O:40])=[O:12])[CH3:10])=O)(C)(C)C.C(O)(C(F)(F)F)=O.C(Cl)Cl.